From a dataset of Peptide-MHC class II binding affinity with 134,281 pairs from IEDB. Regression. Given a peptide amino acid sequence and an MHC pseudo amino acid sequence, predict their binding affinity value. This is MHC class II binding data. (1) The peptide sequence is QKLMEDINVGFKAAV. The MHC is HLA-DQA10501-DQB10301 with pseudo-sequence HLA-DQA10501-DQB10301. The binding affinity (normalized) is 0.320. (2) The peptide sequence is VAPLYGVEGTKTPVS. The MHC is DRB1_0701 with pseudo-sequence DRB1_0701. The binding affinity (normalized) is 0.538. (3) The peptide sequence is KDKWIELKESWGAIWRIDTP. The MHC is DRB1_0901 with pseudo-sequence DRB1_0901. The binding affinity (normalized) is 0.683. (4) The peptide sequence is NGSQFFLCTAKTAWL. The MHC is HLA-DQA10301-DQB10302 with pseudo-sequence HLA-DQA10301-DQB10302. The binding affinity (normalized) is 0.309. (5) The peptide sequence is LLKEFTVSGNILTIRLTAA. The MHC is DRB3_0202 with pseudo-sequence DRB3_0202. The binding affinity (normalized) is 0.900. (6) The peptide sequence is AFKVAATAANAAQAN. The MHC is DRB1_0701 with pseudo-sequence DRB1_0701. The binding affinity (normalized) is 0.711. (7) The peptide sequence is YDKFLANVSTVWTGK. The MHC is DRB1_0404 with pseudo-sequence DRB1_0404. The binding affinity (normalized) is 0.719. (8) The peptide sequence is NVRLRECYVQRFHLI. The MHC is DRB1_0101 with pseudo-sequence DRB1_0101. The binding affinity (normalized) is 0.765. (9) The peptide sequence is YWKFLANVSTVLTGK. The MHC is DRB1_0404 with pseudo-sequence DRB1_0404. The binding affinity (normalized) is 0.387.